Dataset: Forward reaction prediction with 1.9M reactions from USPTO patents (1976-2016). Task: Predict the product of the given reaction. (1) Given the reactants [Br:1][C:2]1[C:11]([O:12]C)=[C:10]([CH3:14])[CH:9]=[C:8]2[C:3]=1[CH:4]=[CH:5][CH:6]=[N:7]2.B(Br)(Br)Br.CO, predict the reaction product. The product is: [Br:1][C:2]1[C:11]([OH:12])=[C:10]([CH3:14])[CH:9]=[C:8]2[C:3]=1[CH:4]=[CH:5][CH:6]=[N:7]2. (2) Given the reactants [F:1][C:2]1[C:9]([CH:10]2[CH2:12][O:11]2)=[CH:8][CH:7]=[C:6]([F:13])[C:3]=1[C:4]#[N:5].[C:14]([N:21]1[CH2:26][CH2:25][NH:24][C@H:23]([CH2:27][OH:28])[CH2:22]1)([O:16][C:17]([CH3:20])([CH3:19])[CH3:18])=[O:15], predict the reaction product. The product is: [C:4]([C:3]1[C:2]([F:1])=[C:9]([CH:10]([OH:11])[CH2:12][N:24]2[CH2:25][CH2:26][N:21]([C:14]([O:16][C:17]([CH3:18])([CH3:19])[CH3:20])=[O:15])[CH2:22][C@H:23]2[CH2:27][OH:28])[CH:8]=[CH:7][C:6]=1[F:13])#[N:5]. (3) The product is: [Cl:2][C:3]1[S:7][C:6]([C:8]2[NH:10][C:14](=[O:15])[C:13]([CH2:19][CH3:20])=[C:11]([CH3:12])[N:9]=2)=[CH:5][CH:4]=1. Given the reactants Cl.[Cl:2][C:3]1[S:7][C:6]([C:8]([NH2:10])=[NH:9])=[CH:5][CH:4]=1.[CH2:11]([CH:13]([C:19](=O)[CH3:20])[C:14](OCC)=[O:15])[CH3:12].C[O-].[Na+], predict the reaction product. (4) Given the reactants [NH2:1][C:2]1[CH:11]=[CH:10][C:9]([Br:12])=[CH:8][C:3]=1[C:4]([O:6][CH3:7])=[O:5].C(N(C(C)C)CC)(C)C.[Br:22][CH2:23][C:24](Br)=[O:25], predict the reaction product. The product is: [Br:12][C:9]1[CH:10]=[CH:11][C:2]([NH:1][C:24](=[O:25])[CH2:23][Br:22])=[C:3]([CH:8]=1)[C:4]([O:6][CH3:7])=[O:5]. (5) Given the reactants [Cl:1][C:2]1[CH:7]=[C:6]([NH:8][C:9]2[CH:14]=[CH:13][C:12](C(F)(F)F)=[CH:11][CH:10]=2)[CH:5]=[CH:4][C:3]=1[C:19]([C:21]1[CH:26]=[C:25]([N+:27]([O-:29])=[O:28])[CH:24]=[CH:23][C:22]=1[CH3:30])=[O:20].BrC1C=CC(C(C2C=C([N+]([O-])=O)C=CC=2C)=O)=C([Cl:50])C=1.ClC1C=C(N)C=CC=1, predict the reaction product. The product is: [Cl:1][C:2]1[CH:7]=[C:6]([NH:8][C:9]2[CH:14]=[CH:13][CH:12]=[C:11]([Cl:50])[CH:10]=2)[CH:5]=[CH:4][C:3]=1[C:19]([C:21]1[CH:26]=[C:25]([N+:27]([O-:29])=[O:28])[CH:24]=[CH:23][C:22]=1[CH3:30])=[O:20]. (6) Given the reactants [N:1]1[CH:6]=[CH:5][N:4]=[CH:3][C:2]=1[NH:7][C:8](=[O:15])[C@@H:9]([NH2:14])[CH2:10][CH:11]([CH3:13])[CH3:12].CN1C=CC(NC(=O)[C@@H](N2[CH2:33][C:32]([O:34][C:35]3[CH:40]=[CH:39][CH:38]=[C:37]([CH2:41][C:42]([OH:45])([CH3:44])[CH3:43])[CH:36]=3)=[CH:31][C:30]2=[O:46])CC(C)C)=N1.C(N(CC)C(C)C)(C)C, predict the reaction product. The product is: [N:1]1[CH:6]=[CH:5][N:4]=[CH:3][C:2]=1[NH:7][C:8](=[O:15])[C@@H:9]([N:14]1[CH2:33][C:32]([O:34][C:35]2[CH:40]=[CH:39][CH:38]=[C:37]([CH2:41][C:42]([OH:45])([CH3:43])[CH3:44])[CH:36]=2)=[CH:31][C:30]1=[O:46])[CH2:10][CH:11]([CH3:12])[CH3:13].